This data is from Forward reaction prediction with 1.9M reactions from USPTO patents (1976-2016). The task is: Predict the product of the given reaction. Given the reactants [CH:1]1([CH2:4][CH2:5][N:6]2[C:14]3[C:9](=[CH:10][CH:11]=[CH:12][CH:13]=3)[C:8]([C:17]3[C:25]([OH:26])=[CH:24][C:20]4[O:21][CH2:22][O:23][C:19]=4[CH:18]=3)([CH2:15]O)[C:7]2=[O:27])[CH2:3][CH2:2]1.C1(P(C2C=CC=CC=2)C2C=CC=CC=2)C=CC=CC=1.N(C(OCC)=O)=NC(OCC)=O, predict the reaction product. The product is: [CH:1]1([CH2:4][CH2:5][N:6]2[C:14]3[C:9](=[CH:10][CH:11]=[CH:12][CH:13]=3)[C:8]3([C:17]4=[CH:18][C:19]5[O:23][CH2:22][O:21][C:20]=5[CH:24]=[C:25]4[O:26][CH2:15]3)[C:7]2=[O:27])[CH2:3][CH2:2]1.